The task is: Predict which catalyst facilitates the given reaction.. This data is from Catalyst prediction with 721,799 reactions and 888 catalyst types from USPTO. (1) Reactant: [Cl:1][C:2]1[C:3](=[O:29])[N:4]([C:9]2[CH:14]=[C:13]([C:15]3[CH:20]=[CH:19][N:18]=[C:17]([NH:21][C:22]4[CH:27]=[CH:26][CH:25]=[C:24]([Cl:28])[CH:23]=4)[N:16]=3)[CH:12]=[CH:11][N:10]=2)[N:5]=[CH:6][C:7]=1Cl.[CH2:30]([SH:32])[CH3:31].C(=O)([O-])[O-].[K+].[K+]. Product: [Cl:1][C:2]1[C:3](=[O:29])[N:4]([C:9]2[CH:14]=[C:13]([C:15]3[CH:20]=[CH:19][N:18]=[C:17]([NH:21][C:22]4[CH:27]=[CH:26][CH:25]=[C:24]([Cl:28])[CH:23]=4)[N:16]=3)[CH:12]=[CH:11][N:10]=2)[N:5]=[CH:6][C:7]=1[S:32][CH2:30][CH3:31]. The catalyst class is: 10. (2) Reactant: N[C:2]1[CH:9]=[C:8]([C:10]([F:13])([F:12])[F:11])[C:7]([CH3:14])=[CH:6][C:3]=1[C:4]#[N:5].N(OCCC(C)C)=O. Product: [CH3:14][C:7]1[CH:6]=[C:3]([CH:2]=[CH:9][C:8]=1[C:10]([F:11])([F:12])[F:13])[C:4]#[N:5]. The catalyst class is: 680. (3) Product: [CH3:1][C:2]1([CH3:45])[C@@H:5]([C:6]2[O:7][C:8]([CH3:11])=[N:9][N:10]=2)[CH2:4][C@H:3]1[NH:12][C:13]([C@:15]12[CH2:41][CH2:40][C@@H:39]([C:42]([CH3:44])=[CH2:43])[C@@H:16]1[C@@H:17]1[C@@:30]([CH3:33])([CH2:31][CH2:32]2)[C@@:29]2([CH3:34])[C@@H:20]([C@:21]3([CH3:38])[C@@H:26]([CH2:27][CH2:28]2)[C:25]([CH3:35])([CH3:36])[C@@H:24]([O:37][C:51](=[O:53])[CH2:52][C:47]([CH3:54])([CH3:46])[C:48]([OH:50])=[O:49])[CH2:23][CH2:22]3)[CH2:19][CH2:18]1)=[O:14]. The catalyst class is: 4. Reactant: [CH3:1][C:2]1([CH3:45])[C@@H:5]([C:6]2[O:7][C:8]([CH3:11])=[N:9][N:10]=2)[CH2:4][C@H:3]1[NH:12][C:13]([C@:15]12[CH2:41][CH2:40][C@@H:39]([C:42]([CH3:44])=[CH2:43])[C@@H:16]1[C@@H:17]1[C@@:30]([CH3:33])([CH2:31][CH2:32]2)[C@@:29]2([CH3:34])[C@@H:20]([C@:21]3([CH3:38])[C@@H:26]([CH2:27][CH2:28]2)[C:25]([CH3:36])([CH3:35])[C@@H:24]([OH:37])[CH2:23][CH2:22]3)[CH2:19][CH2:18]1)=[O:14].[CH3:46][C:47]1([CH3:54])[CH2:52][C:51](=[O:53])[O:50][C:48]1=[O:49].C1(C)C=CC=CC=1.